The task is: Predict the reaction yield, written as a fraction of the theoretical maximum amount of product (1.0 means a 100% yield; for example, 0.34 means a 34% yield).. This data is from Reaction yield outcomes from USPTO patents with 853,638 reactions. (1) The reactants are Cl[C:2]1[CH:3]=[C:4]([N:11]2[CH2:16][CH2:15][CH:14]([CH3:17])[CH2:13][CH2:12]2)[C:5]([N+:8]([O-:10])=[O:9])=[N:6][CH:7]=1.[CH3:18][N:19]1[CH2:24][CH2:23][NH:22][CH2:21][CH2:20]1. The catalyst is CN(C=O)C. The product is [CH3:17][CH:14]1[CH2:15][CH2:16][N:11]([C:4]2[C:5]([N+:8]([O-:10])=[O:9])=[N:6][CH:7]=[C:2]([N:22]3[CH2:23][CH2:24][N:19]([CH3:18])[CH2:20][CH2:21]3)[CH:3]=2)[CH2:12][CH2:13]1. The yield is 0.640. (2) The reactants are CO[C:3]1[CH:8]=[CH:7][C:6]([C@@H:9]([N:11]([CH2:22][C:23]2[N:24]=[C:25]3[CH:30]=[CH:29][CH:28]=[C:27]([N:31]4[CH2:36][CH2:35][N:34]([CH3:37])[CH2:33][CH2:32]4)[N:26]3[CH:38]=2)[C@@H:12]2[C:21]3[N:20]=[CH:19][CH:18]=[CH:17][C:16]=3[CH2:15][CH2:14][CH2:13]2)C)=[CH:5][CH:4]=1.[Br:39]C1C=C(C=CC=1)C=O. No catalyst specified. The product is [Br:39][C:4]1[CH:5]=[C:6]([CH2:9][N:11]([CH2:22][C:23]2[N:24]=[C:25]3[CH:30]=[CH:29][CH:28]=[C:27]([N:31]4[CH2:36][CH2:35][N:34]([CH3:37])[CH2:33][CH2:32]4)[N:26]3[CH:38]=2)[C@@H:12]2[C:21]3[N:20]=[CH:19][CH:18]=[CH:17][C:16]=3[CH2:15][CH2:14][CH2:13]2)[CH:7]=[CH:8][CH:3]=1. The yield is 0.760. (3) The reactants are C([O:8][C:9]1[CH:14]=[CH:13][C:12]([N:15]([C:20]2[C:39]([CH:40]3[CH2:42][CH2:41]3)=[CH:38][C:23]3[C:24]([C:34]([NH:36][CH3:37])=[O:35])=[C:25]([C:27]4[CH:32]=[CH:31][C:30]([F:33])=[CH:29][CH:28]=4)[O:26][C:22]=3[CH:21]=2)[S:16]([CH3:19])(=[O:18])=[O:17])=[CH:11][CH:10]=1)C1C=CC=CC=1. The catalyst is [Pd].C1COCC1.CCO. The product is [CH:40]1([C:39]2[C:20]([N:15]([C:12]3[CH:11]=[CH:10][C:9]([OH:8])=[CH:14][CH:13]=3)[S:16]([CH3:19])(=[O:18])=[O:17])=[CH:21][C:22]3[O:26][C:25]([C:27]4[CH:32]=[CH:31][C:30]([F:33])=[CH:29][CH:28]=4)=[C:24]([C:34]([NH:36][CH3:37])=[O:35])[C:23]=3[CH:38]=2)[CH2:42][CH2:41]1. The yield is 0.980. (4) The reactants are N(C(C)C)C(C)C.[Li]CCCC.[Br:13][C:14]1[CH:19]=[CH:18][C:17]([NH2:20])=[C:16]([F:21])[CH:15]=1.Cl[C:23]1[C:24]([C:31]([OH:33])=[O:32])=[CH:25][N:26]([CH3:30])[C:27](=[O:29])[CH:28]=1. The catalyst is C1COCC1. The product is [Br:13][C:14]1[CH:19]=[CH:18][C:17]([NH:20][C:23]2[C:24]([C:31]([OH:33])=[O:32])=[CH:25][N:26]([CH3:30])[C:27](=[O:29])[CH:28]=2)=[C:16]([F:21])[CH:15]=1. The yield is 0.770. (5) The reactants are [CH:1]1([CH2:5][C@H:6]([NH:20][C:21](=[O:47])[C@@H:22]([NH:30][S:31]([C:34]2[CH:35]=[N:36][C:37]([O:40][C:41]3[CH:46]=[CH:45][CH:44]=[CH:43][CH:42]=3)=[CH:38][CH:39]=2)(=[O:33])=[O:32])[CH2:23][C:24]2[CH:29]=[CH:28][CH:27]=[CH:26][CH:25]=2)[B:7]2[O:11][C@@H]3C[C@@H]4C[C@H]([C@]3(C)[O:8]2)C4(C)C)[CH2:4][CH2:3][CH2:2]1.CC(C)CB(O)O. The catalyst is CO. The product is [CH:1]1([CH2:5][C@@H:6]([B:7]([OH:11])[OH:8])[NH:20][C:21](=[O:47])[C@@H:22]([NH:30][S:31]([C:34]2[CH:35]=[N:36][C:37]([O:40][C:41]3[CH:46]=[CH:45][CH:44]=[CH:43][CH:42]=3)=[CH:38][CH:39]=2)(=[O:33])=[O:32])[CH2:23][C:24]2[CH:25]=[CH:26][CH:27]=[CH:28][CH:29]=2)[CH2:2][CH2:3][CH2:4]1. The yield is 0.740. (6) The reactants are [O:1]=[C:2]1[C:10]([C:11]([OH:13])=O)=[C:5]2[CH2:6][CH2:7][CH2:8][CH2:9][N:4]2[N:3]1[C:14]1[CH:19]=[CH:18][CH:17]=[CH:16][CH:15]=1.[NH2:20][C:21]1[CH:37]=[CH:36][C:24]([O:25][C:26]2[CH:31]=[CH:30][N:29]=[C:28]([C:32]([NH2:34])=[O:33])[C:27]=2[Cl:35])=[C:23]([F:38])[CH:22]=1.C1C=NC2N(O)N=NC=2C=1.CCN=C=NCCCN(C)C. The catalyst is C(Cl)Cl. The product is [C:32]([C:28]1[C:27]([Cl:35])=[C:26]([O:25][C:24]2[CH:36]=[CH:37][C:21]([NH:20][C:11]([C:10]3[C:2](=[O:1])[N:3]([C:14]4[CH:15]=[CH:16][CH:17]=[CH:18][CH:19]=4)[N:4]4[CH2:9][CH2:8][CH2:7][CH2:6][C:5]=34)=[O:13])=[CH:22][C:23]=2[F:38])[CH:31]=[CH:30][N:29]=1)(=[O:33])[NH2:34]. The yield is 0.339. (7) The reactants are [NH2:1][CH:2]1[CH2:7][CH2:6][N:5]([C:8]([O:10][CH2:11][CH3:12])=[O:9])[CH2:4][CH2:3]1.Br[C:14]1[CH:19]=[CH:18][N:17]=[CH:16][CH:15]=1.CC(C)([O-])C.[Na+].C1(P(C2C=CC=CC=2)C2C=CC3C(=CC=CC=3)C=2C2C3C(=CC=CC=3)C=CC=2P(C2C=CC=CC=2)C2C=CC=CC=2)C=CC=CC=1. The catalyst is C1(C)C=CC=CC=1.C([O-])(=O)C.[Pd+2].C([O-])(=O)C. The product is [N:17]1[CH:18]=[CH:19][C:14]([NH:1][CH:2]2[CH2:3][CH2:4][N:5]([C:8]([O:10][CH2:11][CH3:12])=[O:9])[CH2:6][CH2:7]2)=[CH:15][CH:16]=1. The yield is 0.410.